Regression. Given a peptide amino acid sequence and an MHC pseudo amino acid sequence, predict their binding affinity value. This is MHC class II binding data. From a dataset of Peptide-MHC class II binding affinity with 134,281 pairs from IEDB. (1) The peptide sequence is EEAEISGSSARYDVA. The MHC is HLA-DQA10201-DQB10402 with pseudo-sequence HLA-DQA10201-DQB10402. The binding affinity (normalized) is 0.435. (2) The peptide sequence is QYLAGLSTLPGNGN. The MHC is DRB1_1501 with pseudo-sequence DRB1_1501. The binding affinity (normalized) is 0.575. (3) The peptide sequence is LHLYSHPIILGFRKI. The MHC is DRB1_0401 with pseudo-sequence DRB1_0401. The binding affinity (normalized) is 0.599. (4) The peptide sequence is NIQIRLPWYSYLYAV. The MHC is DRB1_1201 with pseudo-sequence DRB1_1201. The binding affinity (normalized) is 0.300. (5) The peptide sequence is FFIQSFTMSTALKRL. The MHC is DRB1_1001 with pseudo-sequence DRB1_1001. The binding affinity (normalized) is 0.632. (6) The peptide sequence is FSNVYLFAKDKSGPL. The MHC is DRB1_0701 with pseudo-sequence DRB1_0701. The binding affinity (normalized) is 0.393. (7) The peptide sequence is LGAWVLGEPKMTKAL. The MHC is DRB1_0901 with pseudo-sequence DRB1_0901. The binding affinity (normalized) is 0.364. (8) The peptide sequence is EKNYFAATQFEPLAA. The MHC is HLA-DQA10301-DQB10302 with pseudo-sequence HLA-DQA10301-DQB10302. The binding affinity (normalized) is 0.367. (9) The peptide sequence is EGRRAKLRSAGEVEI. The MHC is DRB1_0701 with pseudo-sequence DRB1_0701. The binding affinity (normalized) is 0.477.